This data is from Full USPTO retrosynthesis dataset with 1.9M reactions from patents (1976-2016). The task is: Predict the reactants needed to synthesize the given product. (1) Given the product [CH2:18]([O:4][C:3](=[O:5])[CH:2]([NH2:1])[CH2:6][C:7]1[CH:8]=[CH:9][C:10]([Br:13])=[CH:11][CH:12]=1)[CH3:19], predict the reactants needed to synthesize it. The reactants are: [NH2:1][CH:2]([CH2:6][C:7]1[CH:12]=[CH:11][C:10]([Br:13])=[CH:9][CH:8]=1)[C:3]([OH:5])=[O:4].O=S(Cl)Cl.[CH3:18][CH2:19]O. (2) Given the product [Cl:20][C:21]1[CH:26]=[CH:25][C:24]([S:27]([NH:19][C:4]2[CH:5]=[N:6][C:7]([O:8][C:9]3[CH:10]=[N:11][C:12]4[C:17]([CH:18]=3)=[CH:16][CH:15]=[CH:14][CH:13]=4)=[C:2]([Cl:1])[CH:3]=2)(=[O:29])=[O:28])=[CH:23][CH:22]=1, predict the reactants needed to synthesize it. The reactants are: [Cl:1][C:2]1[CH:3]=[C:4]([NH2:19])[CH:5]=[N:6][C:7]=1[O:8][C:9]1[CH:10]=[N:11][C:12]2[C:17]([CH:18]=1)=[CH:16][CH:15]=[CH:14][CH:13]=2.[Cl:20][C:21]1[CH:26]=[CH:25][C:24]([S:27](Cl)(=[O:29])=[O:28])=[CH:23][CH:22]=1. (3) Given the product [CH3:36][NH:35][C:33]([C:30]1[CH:29]=[CH:28][C:27]([O:1][C:2]2[CH:19]=[CH:18][C:5]3[CH2:6][CH2:7][N:8]([C:11]([O:13][C:14]([CH3:16])([CH3:15])[CH3:17])=[O:12])[CH2:9][CH2:10][C:4]=3[CH:3]=2)=[N:32][CH:31]=1)=[O:34], predict the reactants needed to synthesize it. The reactants are: [OH:1][C:2]1[CH:19]=[CH:18][C:5]2[CH2:6][CH2:7][N:8]([C:11]([O:13][C:14]([CH3:17])([CH3:16])[CH3:15])=[O:12])[CH2:9][CH2:10][C:4]=2[CH:3]=1.CC(C)([O-])C.[K+].Cl[C:27]1[N:32]=[CH:31][C:30]([C:33]([NH:35][CH3:36])=[O:34])=[CH:29][CH:28]=1.